Dataset: Reaction yield outcomes from USPTO patents with 853,638 reactions. Task: Predict the reaction yield, written as a fraction of the theoretical maximum amount of product (1.0 means a 100% yield; for example, 0.34 means a 34% yield). (1) The reactants are [Cl:1][C:2]1[CH:7]=[CH:6][C:5]([N:8]2[C:12]([CH3:13])=[C:11]([C:14](O)=[O:15])[N:10]=[C:9]2[C:17]2[CH:22]=[CH:21][C:20]([Cl:23])=[CH:19][C:18]=2[Cl:24])=[CH:4][CH:3]=1.[C:25]([NH:31][NH2:32])(=[O:30])[C:26]([CH3:29])([CH3:28])[CH3:27].CCN=C=NCCCN(C)C.C1C=CC2N(O)N=NC=2C=1.CN1CCOCC1. The catalyst is C(Cl)Cl. The product is [Cl:1][C:2]1[CH:7]=[CH:6][C:5]([N:8]2[C:12]([CH3:13])=[C:11]([C:14]([NH:32][NH:31][C:25](=[O:30])[C:26]([CH3:29])([CH3:28])[CH3:27])=[O:15])[N:10]=[C:9]2[C:17]2[CH:22]=[CH:21][C:20]([Cl:23])=[CH:19][C:18]=2[Cl:24])=[CH:4][CH:3]=1. The yield is 0.410. (2) The reactants are [CH2:1]([O:3][C:4](=[O:33])[CH2:5][N:6]1[C:14]2[CH2:13][CH2:12][CH2:11][C@@H:10]([N:15]([S:17]([C:20]3[CH:25]=[C:24]([C:26]([F:29])([F:28])[F:27])[CH:23]=[C:22]([S:30][CH2:31][CH3:32])[CH:21]=3)(=[O:19])=[O:18])[CH3:16])[C:9]=2[CH:8]=[N:7]1)[CH3:2].ClC1C=C(C(OO)=[O:42])C=CC=1. The catalyst is ClCCl. The product is [CH2:1]([O:3][C:4](=[O:33])[CH2:5][N:6]1[C:14]2[CH2:13][CH2:12][CH2:11][C@@H:10]([N:15]([S:17]([C:20]3[CH:25]=[C:24]([C:26]([F:29])([F:27])[F:28])[CH:23]=[C:22]([S:30]([CH2:31][CH3:32])=[O:42])[CH:21]=3)(=[O:19])=[O:18])[CH3:16])[C:9]=2[CH:8]=[N:7]1)[CH3:2]. The yield is 0.762. (3) The reactants are C(OC(NC(C1C=CC=CC=1)C(O)=O)=O)(C)(C)C.C1C=CC2N(O)N=NC=2C=1.C1CCC(N=C=NC2CCCCC2)CC1.N12CCC(CC1)[C@@H](O)C2.C(OC([NH:60][CH:61]([C:73]1[CH:78]=[CH:77][CH:76]=[CH:75][CH:74]=1)[C:62]([O:64][C@@H:65]1[CH:70]2[CH2:71][CH2:72][N:67]([CH2:68][CH2:69]2)[CH2:66]1)=[O:63])=O)(C)(C)C.O1CCOCC1.[ClH:85].C1(N)C(F)=C(F)C(F)=C(N)C=1F.Cl.Cl. The catalyst is C1COCC1.C(Cl)Cl. The product is [ClH:85].[ClH:85].[NH2:60][CH:61]([C:73]1[CH:78]=[CH:77][CH:76]=[CH:75][CH:74]=1)[C:62]([O:64][C@@H:65]1[CH:70]2[CH2:69][CH2:68][N:67]([CH2:72][CH2:71]2)[CH2:66]1)=[O:63]. The yield is 0.970. (4) The reactants are [Cl:1][C:2]1[N:7]=[CH:6][N:5]=[C:4]([NH2:8])[CH:3]=1.[CH:9]1([O:14][C:15]2[CH:16]=[C:17]([CH:20]=[CH:21][C:22]=2[O:23][CH3:24])[CH:18]=O)[CH2:13][CH2:12][CH2:11][CH2:10]1.CC(O)=O. The catalyst is ClCCCl. The product is [Cl:1][C:2]1[N:7]=[CH:6][N:5]=[C:4]([NH:8][CH2:18][C:17]2[CH:20]=[CH:21][C:22]([O:23][CH3:24])=[C:15]([O:14][CH:9]3[CH2:13][CH2:12][CH2:11][CH2:10]3)[CH:16]=2)[CH:3]=1. The yield is 0.120. (5) The reactants are C([Sn](CCCC)(CCCC)[C:6]1[CH:10]=[C:9]([C:11]([O:13][CH2:14][CH3:15])=[O:12])[NH:8][N:7]=1)CCC.[C:24]([O:32][CH2:33][C@:34]12[CH2:67][CH2:66][C@@H:65]([C:68]([CH3:70])=[CH2:69])[C@@H:35]1[C@@H:36]1[C@@:49]([CH3:52])([CH2:50][CH2:51]2)[C@@:48]2([CH3:53])[C@@H:39]([C@:40]3([CH3:64])[C@@H:45]([CH2:46][CH2:47]2)[C:44]([CH3:55])([CH3:54])[C:43](OS(C(F)(F)F)(=O)=O)=[CH:42][CH2:41]3)[CH2:38][CH2:37]1)(=[O:31])[C:25]1[CH:30]=[CH:29][CH:28]=[CH:27][CH:26]=1.[Cl-].[Li+]. The catalyst is O1CCOCC1.C1C=CC([P]([Pd]([P](C2C=CC=CC=2)(C2C=CC=CC=2)C2C=CC=CC=2)([P](C2C=CC=CC=2)(C2C=CC=CC=2)C2C=CC=CC=2)[P](C2C=CC=CC=2)(C2C=CC=CC=2)C2C=CC=CC=2)(C2C=CC=CC=2)C2C=CC=CC=2)=CC=1. The product is [C:24]([O:32][CH2:33][C@:34]12[CH2:67][CH2:66][C@@H:65]([C:68]([CH3:70])=[CH2:69])[C@@H:35]1[C@@H:36]1[C@@:49]([CH3:52])([CH2:50][CH2:51]2)[C@@:48]2([CH3:53])[C@@H:39]([C@:40]3([CH3:64])[C@@H:45]([CH2:46][CH2:47]2)[C:44]([CH3:54])([CH3:55])[C:43]([C:6]2[CH:10]=[C:9]([C:11]([O:13][CH2:14][CH3:15])=[O:12])[NH:8][N:7]=2)=[CH:42][CH2:41]3)[CH2:38][CH2:37]1)(=[O:31])[C:25]1[CH:30]=[CH:29][CH:28]=[CH:27][CH:26]=1. The yield is 0.950. (6) The reactants are [CH3:1][C:2]1[CH:3]=[CH:4][C:5]2[O:10][CH2:9][C:8](=[O:11])[NH:7][C:6]=2[CH:12]=1.Br[CH2:14][C@H:15]([CH3:25])[CH2:16][O:17][Si:18]([C:21]([CH3:24])([CH3:23])[CH3:22])([CH3:20])[CH3:19].C([O-])([O-])=O.[Cs+].[Cs+].CN(C=O)C. The catalyst is CCOCC. The product is [Si:18]([O:17][CH2:16][C@@H:15]([CH3:25])[CH2:14][N:7]1[C:6]2[CH:12]=[C:2]([CH3:1])[CH:3]=[CH:4][C:5]=2[O:10][CH2:9][C:8]1=[O:11])([C:21]([CH3:22])([CH3:23])[CH3:24])([CH3:19])[CH3:20]. The yield is 0.880.